The task is: Predict the reactants needed to synthesize the given product.. This data is from Full USPTO retrosynthesis dataset with 1.9M reactions from patents (1976-2016). (1) Given the product [NH2:36][C:34](=[O:35])[CH2:33][N:4]1[CH2:5][CH2:6][N:1]([C:7]2[CH:8]=[CH:9][C:10]([NH:13][C:14]([C:16]3[CH2:21][CH2:20][CH2:19][CH2:18][C:17]=3[C:22]3[CH:23]=[CH:24][C:25]([C:28]([F:29])([F:31])[F:30])=[CH:26][CH:27]=3)=[O:15])=[CH:11][CH:12]=2)[CH2:2][CH2:3]1, predict the reactants needed to synthesize it. The reactants are: [N:1]1([C:7]2[CH:12]=[CH:11][C:10]([NH:13][C:14]([C:16]3[CH2:21][CH2:20][CH2:19][CH2:18][C:17]=3[C:22]3[CH:27]=[CH:26][C:25]([C:28]([F:31])([F:30])[F:29])=[CH:24][CH:23]=3)=[O:15])=[CH:9][CH:8]=2)[CH2:6][CH2:5][NH:4][CH2:3][CH2:2]1.Br[CH2:33][C:34]([NH2:36])=[O:35].C(N(CC)CC)C. (2) Given the product [CH2:1]([O:8][CH2:9][CH2:10][O:11][CH2:12][CH2:13][O:14][CH2:15][CH2:16][O:17][CH2:18][CH2:19][O:20][CH2:21][CH2:22][O:23][C:24]1[CH:29]=[C:28]([CH:27]=[C:26]([O:65][CH2:66][CH2:67][O:68][CH2:69][CH2:70][O:71][CH2:72][CH2:73][O:74][CH2:75][CH2:76][O:77][CH2:78][CH2:79][O:80][CH2:81][C:82]2[CH:87]=[CH:86][CH:85]=[CH:84][CH:83]=2)[CH:25]=1)[O:30][CH2:31][CH2:32][O:33][CH2:34][CH2:35][O:36][CH2:37][CH2:38][O:39][CH2:40][CH2:41][O:42][CH2:43][CH2:44][OH:45])[C:2]1[CH:7]=[CH:6][CH:5]=[CH:4][CH:3]=1, predict the reactants needed to synthesize it. The reactants are: [CH2:1]([O:8][CH2:9][CH2:10][O:11][CH2:12][CH2:13][O:14][CH2:15][CH2:16][O:17][CH2:18][CH2:19][O:20][CH2:21][CH2:22][O:23][C:24]1[CH:29]=[C:28]([O:30][CH2:31][CH2:32][O:33][CH2:34][CH2:35][O:36][CH2:37][CH2:38][O:39][CH2:40][CH2:41][O:42][CH2:43][CH2:44][O:45]C(C2C=CC=CC=2)(C2C=CC=CC=2)C2C=CC=CC=2)[CH:27]=[C:26]([O:65][CH2:66][CH2:67][O:68][CH2:69][CH2:70][O:71][CH2:72][CH2:73][O:74][CH2:75][CH2:76][O:77][CH2:78][CH2:79][O:80][CH2:81][C:82]2[CH:87]=[CH:86][CH:85]=[CH:84][CH:83]=2)[CH:25]=1)[C:2]1[CH:7]=[CH:6][CH:5]=[CH:4][CH:3]=1.FC(F)(F)C(O)=O.O.C(OCC)(=O)C.C(OCC)(=O)C. (3) Given the product [C:1]1([S:7]([C:8]2[CH:17]=[C:16]3[C:11]([C:12](=[O:18])[CH2:13][CH2:19][O:20]3)=[CH:10][CH:9]=2)(=[O:21])=[O:35])[CH:6]=[CH:5][CH:4]=[CH:3][CH:2]=1, predict the reactants needed to synthesize it. The reactants are: [C:1]1([S:7][C:8]2[CH:17]=[C:16]3[C:11]([C:12](=[O:18])[CH2:13]CO3)=[CH:10][CH:9]=2)[CH:6]=[CH:5][CH:4]=[CH:3][CH:2]=1.[CH3:19][OH:20].[OH:21]OS([O-])=O.[K+].S([O-])(O[O-])(=O)=O.[K+].[K+].[OH2:35]. (4) Given the product [Br:1][C:2]1[CH:3]=[CH:4][C:5]2[O:14][CH2:13][CH2:12][N:11]3[C:7](=[N:8][C:9]([C:19]4[C:18]([CH3:17])=[CH:23][CH:22]=[CH:21][N:20]=4)=[CH:10]3)[C:6]=2[CH:16]=1, predict the reactants needed to synthesize it. The reactants are: [Br:1][C:2]1[CH:3]=[CH:4][C:5]2[O:14][CH2:13][CH2:12][N:11]3[C:7](=[N:8][C:9](I)=[CH:10]3)[C:6]=2[CH:16]=1.[CH3:17][C:18]1[C:19]([Sn](CCCC)(CCCC)CCCC)=[N:20][CH:21]=[CH:22][CH:23]=1. (5) The reactants are: [CH3:1][N:2]1[C:10](=[O:11])[C:9]2[NH:8][C:7]([C:12]([OH:14])=O)=[N:6][C:5]=2[N:4]([CH3:15])[C:3]1=[O:16].CCN(C(C)C)C(C)C.CN(C(ON1N=NC2C=CC=NC1=2)=[N+](C)C)C.F[P-](F)(F)(F)(F)F.Cl.Cl.[CH:52]([N:55]1[CH2:60][CH2:59][CH:58]([NH2:61])[CH2:57][CH2:56]1)([CH3:54])[CH3:53]. Given the product [CH:52]([N:55]1[CH2:60][CH2:59][CH:58]([NH:61][C:12]([C:7]2[NH:8][C:9]3[C:10](=[O:11])[N:2]([CH3:1])[C:3](=[O:16])[N:4]([CH3:15])[C:5]=3[N:6]=2)=[O:14])[CH2:57][CH2:56]1)([CH3:54])[CH3:53], predict the reactants needed to synthesize it. (6) Given the product [C:30]([C:27]([C:24]1[CH:23]=[CH:22][C:21]([N:20]2[C:11]3[C:10]4[CH:9]=[C:8]([C:5]5[CH:6]=[N:7][C:2]([NH:1][CH3:40])=[C:3]([C:36]([F:38])([F:37])[F:39])[CH:4]=5)[CH:17]=[CH:16][C:15]=4[N:14]=[CH:13][C:12]=3[N:18]([CH3:35])[C:19]2=[N:32][C:33]#[N:34])=[CH:26][CH:25]=1)([CH3:28])[CH3:29])#[N:31], predict the reactants needed to synthesize it. The reactants are: [NH2:1][C:2]1[N:7]=[CH:6][C:5]([C:8]2[CH:17]=[CH:16][C:15]3[N:14]=[CH:13][C:12]4[N:18]([CH3:35])[C:19](=[N:32][C:33]#[N:34])[N:20]([C:21]5[CH:26]=[CH:25][C:24]([C:27]([C:30]#[N:31])([CH3:29])[CH3:28])=[CH:23][CH:22]=5)[C:11]=4[C:10]=3[CH:9]=2)=[CH:4][C:3]=1[C:36]([F:39])([F:38])[F:37].[CH3:40]C(C)([O-])C.[K+].CI. (7) The reactants are: [C:1]1([C:26]2[CH:31]=[CH:30][CH:29]=[CH:28][CH:27]=2)[CH:6]=[CH:5][CH:4]=[C:3]([C:7]2[O:8][C:9]([CH3:25])=[C:10]([CH2:12][CH2:13][O:14]S(C3C=CC(C)=CC=3)(=O)=O)[N:11]=2)[CH:2]=1.[CH2:32]([O:34][C:35](=[O:47])[C:36]([O:39][C:40]1[CH:45]=[CH:44][CH:43]=[C:42](O)[CH:41]=1)([CH3:38])[CH3:37])[CH3:33]. Given the product [CH2:32]([O:34][C:35](=[O:47])[C:36]([O:39][C:40]1[CH:45]=[CH:44][CH:43]=[C:42]([O:14][CH2:13][CH2:12][C:10]2[N:11]=[C:7]([C:3]3[CH:2]=[C:1]([C:26]4[CH:31]=[CH:30][CH:29]=[CH:28][CH:27]=4)[CH:6]=[CH:5][CH:4]=3)[O:8][C:9]=2[CH3:25])[CH:41]=1)([CH3:38])[CH3:37])[CH3:33], predict the reactants needed to synthesize it.